This data is from TCR-epitope binding with 47,182 pairs between 192 epitopes and 23,139 TCRs. The task is: Binary Classification. Given a T-cell receptor sequence (or CDR3 region) and an epitope sequence, predict whether binding occurs between them. (1) The epitope is GPGHKARVL. The TCR CDR3 sequence is CASSHFSGALETQYF. Result: 0 (the TCR does not bind to the epitope). (2) The epitope is PKYVKQNTLKLAT. The TCR CDR3 sequence is CAISASDHQANQPQHF. Result: 0 (the TCR does not bind to the epitope). (3) Result: 0 (the TCR does not bind to the epitope). The epitope is TLVPQEHYV. The TCR CDR3 sequence is CASSHGGSGYGYTF. (4) The TCR CDR3 sequence is CATSDRGQGEYNEQFF. Result: 0 (the TCR does not bind to the epitope). The epitope is GTSGSPIVNR. (5) The epitope is LPPAYTNSF. The TCR CDR3 sequence is CASYNFGQYGYTF. Result: 0 (the TCR does not bind to the epitope). (6) The epitope is GTITVEELK. The TCR CDR3 sequence is CASSQEPPLTLGTDTQYF. Result: 0 (the TCR does not bind to the epitope). (7) Result: 0 (the TCR does not bind to the epitope). The epitope is KLSALGINAV. The TCR CDR3 sequence is CASSLGGQSGNYGYTF.